From a dataset of Full USPTO retrosynthesis dataset with 1.9M reactions from patents (1976-2016). Predict the reactants needed to synthesize the given product. (1) Given the product [CH3:1][C@@:2]1([OH:30])[C@H:6]([OH:7])[C@@H:5]([CH2:11][OH:12])[O:4][C@H:3]1[N:16]1[CH:29]=[C:20]2[CH:21]=[CH:22][C:23]3[C:24](=[S:28])[NH:25][N:26]=[CH:27][C:18]([C:19]=32)=[N:17]1, predict the reactants needed to synthesize it. The reactants are: [CH3:1][C@@:2]1([O:30]C(=O)C)[C@H:6]([O:7]C(=O)C)[C@@H:5]([CH2:11][O:12]C(=O)C)[O:4][C@H:3]1[N:16]1[CH:29]=[C:20]2[CH:21]=[CH:22][C:23]3[C:24](=[S:28])[NH:25][N:26]=[CH:27][C:18]([C:19]=32)=[N:17]1.[OH-].[Na+].C(O)(=O)C. (2) Given the product [CH3:13][O:5][C:4](=[O:6])[C:3]1[CH:7]=[C:8]([F:12])[C:9]([F:11])=[CH:10][C:2]=1[Cl:1], predict the reactants needed to synthesize it. The reactants are: [Cl:1][C:2]1[CH:10]=[C:9]([F:11])[C:8]([F:12])=[CH:7][C:3]=1[C:4]([OH:6])=[O:5].[C:13](=O)([O-])[O-].[Cs+].[Cs+].IC.